This data is from NCI-60 drug combinations with 297,098 pairs across 59 cell lines. The task is: Regression. Given two drug SMILES strings and cell line genomic features, predict the synergy score measuring deviation from expected non-interaction effect. (1) Drug 1: CC1CCC2CC(C(=CC=CC=CC(CC(C(=O)C(C(C(=CC(C(=O)CC(OC(=O)C3CCCCN3C(=O)C(=O)C1(O2)O)C(C)CC4CCC(C(C4)OC)OCCO)C)C)O)OC)C)C)C)OC. Drug 2: COCCOC1=C(C=C2C(=C1)C(=NC=N2)NC3=CC=CC(=C3)C#C)OCCOC.Cl. Cell line: OVCAR-4. Synergy scores: CSS=16.9, Synergy_ZIP=-6.32, Synergy_Bliss=-3.49, Synergy_Loewe=-0.946, Synergy_HSA=-0.578. (2) Drug 1: C1=NNC2=C1C(=O)NC=N2. Drug 2: CC(C)NC(=O)C1=CC=C(C=C1)CNNC.Cl. Cell line: HCT116. Synergy scores: CSS=-1.10, Synergy_ZIP=3.77, Synergy_Bliss=5.39, Synergy_Loewe=0.430, Synergy_HSA=0.0111.